From a dataset of Reaction yield outcomes from USPTO patents with 853,638 reactions. Predict the reaction yield, written as a fraction of the theoretical maximum amount of product (1.0 means a 100% yield; for example, 0.34 means a 34% yield). (1) The reactants are [CH3:1][N:2]([C@@H:9]([C:12]1[CH:17]=[C:16]([C:18]([F:21])([F:20])[F:19])[CH:15]=[C:14](B2OC(C)(C)C(C)(C)O2)[CH:13]=1)[CH:10]=[CH2:11])[S@:3]([C:5]([CH3:8])([CH3:7])[CH3:6])=[O:4].[OH-:31].[Na+].OO. The catalyst is C1COCC1. The product is [OH:31][C:14]1[CH:13]=[C:12]([C@H:9]([N:2]([CH3:1])[S@:3]([C:5]([CH3:8])([CH3:7])[CH3:6])=[O:4])[CH:10]=[CH2:11])[CH:17]=[C:16]([C:18]([F:21])([F:20])[F:19])[CH:15]=1. The yield is 0.830. (2) The reactants are [I:1][C:2]1[C:10]2[C:5](=[CH:6][CH:7]=[C:8]([C:11]([NH:13][NH2:14])=[O:12])[CH:9]=2)[N:4]([S:15]([C:18]2[CH:24]=[CH:23][C:21]([CH3:22])=[CH:20][CH:19]=2)(=[O:17])=[O:16])[CH:3]=1.C(N(C(C)C)C(C)C)C.C1N=CN([C:39](N2C=NC=C2)=[O:40])C=1. The catalyst is CN(C=O)C. The product is [I:1][C:2]1[C:10]2[C:5](=[CH:6][CH:7]=[C:8]([C:11]3[O:12][C:39](=[O:40])[NH:14][N:13]=3)[CH:9]=2)[N:4]([S:15]([C:18]2[CH:24]=[CH:23][C:21]([CH3:22])=[CH:20][CH:19]=2)(=[O:16])=[O:17])[CH:3]=1. The yield is 0.800. (3) The product is [OH:6][C:7]1[C:8]([CH2:20][CH2:21][CH3:22])=[C:9]([CH:17]=[CH:18][CH:19]=1)[C:10]([OH:12])=[O:11]. The reactants are B(Br)(Br)Br.C[O:6][C:7]1[C:8]([CH2:20][CH2:21][CH3:22])=[C:9]([CH:17]=[CH:18][CH:19]=1)[C:10]([O:12]C(C)(C)C)=[O:11].O. The catalyst is C1(C)C=CC=CC=1. The yield is 0.980. (4) The catalyst is C1COCC1.O. The yield is 0.930. The product is [CH2:1]([O:8][C:9]1[C:10]([NH:15][C:16]2[S:17][CH:18]=[C:19]([CH2:21][CH2:22][C:23]([OH:25])=[O:24])[N:20]=2)=[N:11][CH:12]=[CH:13][CH:14]=1)[C:2]1[CH:3]=[CH:4][CH:5]=[CH:6][CH:7]=1. The reactants are [CH2:1]([O:8][C:9]1[C:10]([NH:15][C:16]2[S:17][CH:18]=[C:19]([CH2:21][CH2:22][C:23]([O:25]C)=[O:24])[N:20]=2)=[N:11][CH:12]=[CH:13][CH:14]=1)[C:2]1[CH:7]=[CH:6][CH:5]=[CH:4][CH:3]=1.O.[OH-].[Li+]. (5) The reactants are [Br:1]N1C(=O)CCC1=O.[CH3:9][O:10][C:11]([C:13]1[CH:21]=[C:20]2[C:16]([C:17]3[CH:25]=[C:24]([CH3:26])[CH:23]=[N:22][C:18]=3[NH:19]2)=[C:15]([C:27]2[CH:32]=[CH:31][CH:30]=[C:29]([S:33]([CH2:36][CH3:37])(=[O:35])=[O:34])[CH:28]=2)[CH:14]=1)=[O:12]. The catalyst is C(Cl)Cl. The product is [CH3:9][O:10][C:11]([C:13]1[CH:21]=[C:20]2[C:16]([C:17]3[CH:25]=[C:24]([CH3:26])[CH:23]=[N:22][C:18]=3[NH:19]2)=[C:15]([C:27]2[CH:32]=[CH:31][CH:30]=[C:29]([S:33]([CH2:36][CH3:37])(=[O:35])=[O:34])[CH:28]=2)[C:14]=1[Br:1])=[O:12]. The yield is 0.240. (6) The reactants are C1(P(C2C=CC=CC=2)C2C=CC=CC=2)C=CC=CC=1.[NH:20]1[CH2:25][CH2:24][CH2:23][CH:22]([CH:26](O)[CH2:27][CH3:28])[CH2:21]1.CCOC(/N=N/C(OCC)=O)=O.O1CCCCC1[N:48]1[C:56]2[C:51](=[CH:52][C:53]([C:57]3[N:61]=[CH:60][N:59](C(C4C=CC=CC=4)(C4C=CC=CC=4)C4C=CC=CC=4)[N:58]=3)=[CH:54][CH:55]=2)[C:50]([C:81]2[CH:82]=[C:83]([OH:87])[CH:84]=[CH:85][CH:86]=2)=[N:49]1.Cl. The catalyst is O1CCCC1. The product is [NH:58]1[C:57]([C:53]2[CH:52]=[C:51]3[C:56](=[CH:55][CH:54]=2)[NH:48][N:49]=[C:50]3[C:81]2[CH:86]=[CH:85][CH:84]=[C:83]([O:87][CH2:28][CH2:27][CH2:26][CH:22]3[CH2:23][CH2:24][CH2:25][NH:20][CH2:21]3)[CH:82]=2)=[N:61][CH:60]=[N:59]1. The yield is 0.320. (7) The reactants are [F:8][C:7]([F:10])([F:9])[C:6](O[C:6](=[O:11])[C:7]([F:10])([F:9])[F:8])=[O:11].[CH2:14]([N:21]1[CH2:26][C:25]([CH3:28])([CH3:27])[CH2:24][CH2:23][CH:22]1[CH2:29][NH2:30])[C:15]1[CH:20]=[CH:19][CH:18]=[CH:17][CH:16]=1.C(N(CC)CC)C. The catalyst is ClCCl. The product is [CH2:14]([N:21]1[CH2:26][C:25]([CH3:27])([CH3:28])[CH2:24][CH2:23][CH:22]1[CH2:29][NH:30][C:6](=[O:11])[C:7]([F:8])([F:9])[F:10])[C:15]1[CH:20]=[CH:19][CH:18]=[CH:17][CH:16]=1. The yield is 0.660. (8) The reactants are [CH3:1][O:2][C:3]1[CH:23]=[CH:22][C:6]([O:7][C:8]2[CH:13]=[C:12]([CH3:14])[C:11]([C:15]3[N:16]=[C:17]([NH2:20])[S:18][CH:19]=3)=[C:10]([CH3:21])[CH:9]=2)=[CH:5][CH:4]=1.[C:24]([O-])(=[O:26])[CH3:25].[Na+].O. The catalyst is C(OC(=O)C)(=O)C. The product is [CH3:1][O:2][C:3]1[CH:4]=[CH:5][C:6]([O:7][C:8]2[CH:9]=[C:10]([CH3:21])[C:11]([C:15]3[N:16]=[C:17]([NH:20][C:24](=[O:26])[CH3:25])[S:18][CH:19]=3)=[C:12]([CH3:14])[CH:13]=2)=[CH:22][CH:23]=1. The yield is 0.820. (9) The reactants are [CH3:1][O:2][C:3]1[CH:4]=[C:5]2[C:11]([C:12]([O:14][CH3:15])=[O:13])=[N:10][NH:9][C:6]2=[CH:7][N:8]=1.[I:16][C:17]1[CH:18]=[C:19](B(O)O)[CH:20]=[CH:21][CH:22]=1. No catalyst specified. The product is [I:16][C:17]1[CH:22]=[C:21]([N:9]2[C:6]3=[CH:7][N:8]=[C:3]([O:2][CH3:1])[CH:4]=[C:5]3[C:11]([C:12]([O:14][CH3:15])=[O:13])=[N:10]2)[CH:20]=[CH:19][CH:18]=1. The yield is 0.0800.